Dataset: Forward reaction prediction with 1.9M reactions from USPTO patents (1976-2016). Task: Predict the product of the given reaction. (1) Given the reactants [C:1]([NH:8][C:9]1[CH:14]=[CH:13][C:12]([OH:15])=[C:11]([F:16])[CH:10]=1)([O:3][C:4]([CH3:7])([CH3:6])[CH3:5])=[O:2].CC([O-])(C)C.[K+].Cl[C:24]1[CH:29]=[C:28]([C:30]([NH2:32])=[O:31])[N:27]=[C:26]([C:33]([NH2:35])=[O:34])[CH:25]=1.C([O-])([O-])=O.[K+].[K+], predict the reaction product. The product is: [C:30]([C:28]1[CH:29]=[C:24]([O:15][C:12]2[CH:13]=[CH:14][C:9]([NH:8][C:1](=[O:2])[O:3][C:4]([CH3:7])([CH3:6])[CH3:5])=[CH:10][C:11]=2[F:16])[CH:25]=[C:26]([C:33](=[O:34])[NH2:35])[N:27]=1)(=[O:31])[NH2:32]. (2) Given the reactants [C:1]([O-:4])([O-])=[O:2].[Na+].[Na+].[C:7]([OH:10])(=[O:9])[CH3:8].[CH:11]1[N:12]=[C:13]([NH2:54])[C:14]2[N:19]=[CH:18][N:17]([C@@H:20]3[O:24][C@H:23]([CH2:25][O:26][P:27]([O:30][P:31]([O:34][CH2:35][C@H:36]4O[C@@H](N5C=C(C(N)=O)CC=C5)[C@H:38](O)[C@@H:37]4[OH:51])([OH:33])=[O:32])([OH:29])=[O:28])[C@@H:22]([OH:52])[C@H:21]3[OH:53])[C:15]=2[N:16]=1, predict the reaction product. The product is: [CH3:8][C:7]([O:10][C@H:38]1[CH:1]([OH:4])[O:2][C@H:36]([CH2:35][O:34][P:31]([O:30][P:27]([O:26][CH2:25][C@H:23]2[O:24][C@@H:20]([N:17]3[C:15]4[N:16]=[CH:11][N:12]=[C:13]([NH2:54])[C:14]=4[N:19]=[CH:18]3)[C@H:21]([OH:53])[C@@H:22]2[OH:52])([OH:29])=[O:28])([OH:33])=[O:32])[C@H:37]1[OH:51])=[O:9]. (3) The product is: [F:11][C:8]1[CH:9]=[CH:10][C:5]([CH:3]([OH:4])[CH:2]([NH:1][C:33](=[O:34])[CH2:32][CH2:31][CH2:30][CH2:29][C:23]2[CH:28]=[CH:27][CH:26]=[CH:25][CH:24]=2)[CH2:12][C:13]2[CH:18]=[CH:17][C:16]([C:19]([F:22])([F:20])[F:21])=[CH:15][CH:14]=2)=[CH:6][CH:7]=1. Given the reactants [NH2:1][CH:2]([CH2:12][C:13]1[CH:18]=[CH:17][C:16]([C:19]([F:22])([F:21])[F:20])=[CH:15][CH:14]=1)[CH:3]([C:5]1[CH:10]=[CH:9][C:8]([F:11])=[CH:7][CH:6]=1)[OH:4].[C:23]1([CH2:29][CH2:30][CH2:31][CH2:32][C:33](O)=[O:34])[CH:28]=[CH:27][CH:26]=[CH:25][CH:24]=1.Cl.C(N=C=NCCCN(C)C)C.ON1C2C=CC=CC=2N=N1, predict the reaction product. (4) Given the reactants [NH2:1][CH:2]([CH2:12][C:13]1[CH:18]=[CH:17][C:16]([O:19][C:20]2[CH:25]=[CH:24][CH:23]=[CH:22][CH:21]=2)=[CH:15][CH:14]=1)[CH:3]([C:5]1[CH:10]=[CH:9][C:8]([F:11])=[CH:7][CH:6]=1)[OH:4].[C:26]1([CH2:32][CH2:33][C:34](Cl)=[O:35])[CH:31]=[CH:30][CH:29]=[CH:28][CH:27]=1.C(=O)([O-])O.[Na+], predict the reaction product. The product is: [F:11][C:8]1[CH:7]=[CH:6][C:5]([CH:3]([OH:4])[CH:2]([NH:1][C:34](=[O:35])[CH2:33][CH2:32][C:26]2[CH:31]=[CH:30][CH:29]=[CH:28][CH:27]=2)[CH2:12][C:13]2[CH:18]=[CH:17][C:16]([O:19][C:20]3[CH:25]=[CH:24][CH:23]=[CH:22][CH:21]=3)=[CH:15][CH:14]=2)=[CH:10][CH:9]=1. (5) Given the reactants [Cl:1][C:2]1[CH:7]=[CH:6][C:5]([NH2:8])=[CH:4][C:3]=1[OH:9].[C:10](O[C:10]([O:12][C:13]([CH3:16])([CH3:15])[CH3:14])=[O:11])([O:12][C:13]([CH3:16])([CH3:15])[CH3:14])=[O:11], predict the reaction product. The product is: [C:13]([O:12][C:10](=[O:11])[NH:8][C:5]1[CH:6]=[CH:7][C:2]([Cl:1])=[C:3]([OH:9])[CH:4]=1)([CH3:16])([CH3:15])[CH3:14].